Dataset: Forward reaction prediction with 1.9M reactions from USPTO patents (1976-2016). Task: Predict the product of the given reaction. (1) Given the reactants [CH2:1]([C@H:8]1[CH2:12][O:11][C:10](=[O:13])[N:9]1[C:14](=[O:24])[CH2:15][O:16][C:17]1[CH:22]=[CH:21][C:20]([F:23])=[CH:19][CH:18]=1)[C:2]1[CH:7]=[CH:6][CH:5]=[CH:4][CH:3]=1.[O-]S(C(F)(F)F)(=O)=O.C([B+]CCCC)CCC.[CH2:42]([O:49][C:50]1[CH:57]=[CH:56][C:53]([CH:54]=[O:55])=[CH:52][CH:51]=1)[C:43]1[CH:48]=[CH:47][CH:46]=[CH:45][CH:44]=1, predict the reaction product. The product is: [CH2:1]([C@H:8]1[CH2:12][O:11][C:10](=[O:13])[N:9]1[C:14](=[O:24])[C@@H:15]([O:16][C:17]1[CH:18]=[CH:19][C:20]([F:23])=[CH:21][CH:22]=1)[C@@H:54]([C:53]1[CH:56]=[CH:57][C:50]([O:49][CH2:42][C:43]2[CH:48]=[CH:47][CH:46]=[CH:45][CH:44]=2)=[CH:51][CH:52]=1)[OH:55])[C:2]1[CH:7]=[CH:6][CH:5]=[CH:4][CH:3]=1. (2) Given the reactants C(O[BH-](OC(=O)C)OC(=O)C)(=O)C.[Na+].[NH2:15][C@@H:16]([CH2:24][CH3:25])[C:17]([N:19]1[CH2:23][CH2:22][CH2:21][CH2:20]1)=[O:18].[CH:26]([C:28]1[CH:33]=[CH:32][N:31]=[C:30]2[N:34]([C:41]([O:43][C:44]([CH3:47])([CH3:46])[CH3:45])=[O:42])[CH:35]=[C:36]([C:37]([O:39][CH3:40])=[O:38])[C:29]=12)=O, predict the reaction product. The product is: [O:18]=[C:17]([N:19]1[CH2:23][CH2:22][CH2:21][CH2:20]1)[C@@H:16]([NH:15][CH2:26][C:28]1[CH:33]=[CH:32][N:31]=[C:30]2[N:34]([C:41]([O:43][C:44]([CH3:47])([CH3:46])[CH3:45])=[O:42])[CH:35]=[C:36]([C:37]([O:39][CH3:40])=[O:38])[C:29]=12)[CH2:24][CH3:25]. (3) Given the reactants [NH2:1][C:2]1[C:3]([OH:13])=[C:4]([CH:7]=[CH:8][C:9]=1[N+:10]([O-:12])=[O:11])[C:5]#[N:6].[C:14](OCC)(OCC)(OCC)[CH3:15].C1(C)C=CC(S([O-])(=O)=O)=CC=1.[NH+]1C=CC=CC=1, predict the reaction product. The product is: [CH3:14][C:15]1[O:13][C:3]2[C:4]([C:5]#[N:6])=[CH:7][CH:8]=[C:9]([N+:10]([O-:12])=[O:11])[C:2]=2[N:1]=1.